From a dataset of Catalyst prediction with 721,799 reactions and 888 catalyst types from USPTO. Predict which catalyst facilitates the given reaction. (1) Reactant: [CH3:1][C:2]([CH3:19])([CH3:18])[C:3]#[C:4][C:5]1[C:10]([F:11])=[CH:9][CH:8]=[CH:7][C:6]=1[NH:12]C(=O)CCC.C(O[K])C(C)C.O. Product: [C:2]([C:3]1[NH:12][C:6]2[C:5]([CH:4]=1)=[C:10]([F:11])[CH:9]=[CH:8][CH:7]=2)([CH3:19])([CH3:18])[CH3:1]. The catalyst class is: 3. (2) Reactant: [Cl:1][C:2]1[CH:3]=[CH:4][C:5]([O:25][CH2:26][C:27]2[CH:32]=[CH:31][CH:30]=[CH:29][CH:28]=2)=[C:6]([CH2:8][C:9]2[S:10][CH:11]=[C:12]([NH:14][C:15](=[O:24])[C:16]3[CH:21]=[CH:20][C:19]([CH:22]=O)=[CH:18][CH:17]=3)[N:13]=2)[CH:7]=1.[NH:33]1[CH2:38][CH2:37][CH2:36][CH2:35][CH2:34]1.C(O)(=O)C.C(O[BH-](OC(=O)C)OC(=O)C)(=O)C.[Na+]. Product: [Cl:1][C:2]1[CH:3]=[CH:4][C:5]([O:25][CH2:26][C:27]2[CH:28]=[CH:29][CH:30]=[CH:31][CH:32]=2)=[C:6]([CH2:8][C:9]2[S:10][CH:11]=[C:12]([NH:14][C:15](=[O:24])[C:16]3[CH:21]=[CH:20][C:19]([CH2:22][N:33]4[CH2:38][CH2:37][CH2:36][CH2:35][CH2:34]4)=[CH:18][CH:17]=3)[N:13]=2)[CH:7]=1. The catalyst class is: 4. (3) Reactant: C(O[C:4]([C:6]1[C:10]([C:11]([O:13]CC)=O)=[C:9]([C:16]2[CH:21]=[CH:20][CH:19]=[C:18]([N+:22]([O-:24])=[O:23])[CH:17]=2)[O:8][C:7]=1[NH2:25])=[O:5])C.C[N:27]([CH:29]=O)C.C(O)=O.C([NH2:36])=O. Product: [OH:5][C:4]1[C:6]2[C:10]([C:11]([NH2:36])=[O:13])=[C:9]([C:16]3[CH:21]=[CH:20][CH:19]=[C:18]([N+:22]([O-:24])=[O:23])[CH:17]=3)[O:8][C:7]=2[N:25]=[CH:29][N:27]=1. The catalyst class is: 6. (4) Reactant: C(OC([N:8]1[CH2:13][CH2:12][CH:11]([C:14]2[CH:23]=[CH:22][C:21]3[CH2:20][CH2:19][CH2:18][NH:17][C:16]=3[N:15]=2)[CH2:10][CH2:9]1)=O)(C)(C)C. Product: [N:15]1[C:16]2[NH:17][CH2:18][CH2:19][CH2:20][C:21]=2[CH:22]=[CH:23][C:14]=1[CH:11]1[CH2:10][CH2:9][NH:8][CH2:13][CH2:12]1. The catalyst class is: 557. (5) Product: [CH2:15]([O:14][C:8](=[O:13])[CH:9]([CH:26]1[CH2:27][CH2:28][CH2:29][C:24](=[O:30])[CH2:25]1)[C:10]([O:12][CH2:15][C:16]1[CH:21]=[CH:20][CH:19]=[CH:18][CH:17]=1)=[O:11])[C:16]1[CH:21]=[CH:20][CH:19]=[CH:18][CH:17]=1. The catalyst class is: 1. Reactant: [H-].[H-].[H-].[H-].[Li+].[Al+3].[Na].[C:8]([O:14][CH2:15][C:16]1[CH:21]=[CH:20][CH:19]=[CH:18][CH:17]=1)(=[O:13])[CH2:9][C:10]([O-:12])=[O:11].[H-].[Na+].[C:24]1(=[O:30])[CH2:29][CH2:28][CH2:27][CH:26]=[CH:25]1.Cl. (6) Reactant: Cl[C:2]1[C:3]2[CH:11]=[CH:10][NH:9][C:4]=2[N:5]=[C:6]([NH2:8])[N:7]=1.[O:12]1[CH:16]=[CH:15][CH:14]=[C:13]1[C:17]([NH:19][NH2:20])=[O:18]. Product: [NH2:8][C:6]1[N:7]=[C:2]([NH:20][NH:19][C:17]([C:13]2[O:12][CH:16]=[CH:15][CH:14]=2)=[O:18])[C:3]2[CH:11]=[CH:10][NH:9][C:4]=2[N:5]=1. The catalyst class is: 51. (7) Reactant: [Cl:1][CH2:2][CH2:3][CH2:4][CH2:5][CH2:6][CH2:7][O:8][CH2:9][CH2:10][O:11][CH2:12][CH2:13][NH2:14].C(N(CC)CC)C.[C:22]12([N:32]=[C:33]=[O:34])[CH2:31][CH:26]3[CH2:27][CH:28]([CH2:30][CH:24]([CH2:25]3)[CH2:23]1)[CH2:29]2. Product: [CH2:25]1[CH:24]2[CH2:23][C:22]3([NH:32][C:33]([NH:14][CH2:13][CH2:12][O:11][CH2:10][CH2:9][O:8][CH2:7][CH2:6][CH2:5][CH2:4][CH2:3][CH2:2][Cl:1])=[O:34])[CH2:29][CH:28]([CH2:30]2)[CH2:27][CH:26]1[CH2:31]3. The catalyst class is: 2. (8) Reactant: [C:1]([CH:4]1[CH2:9][CH2:8][N:7]([C:10]([O:12][C:13]([CH3:16])([CH3:15])[CH3:14])=[O:11])[CH2:6][CH2:5]1)(=O)[CH3:2].C([O-])(=O)C.[NH4+].C([BH3-])#[N:23].[Na+]. Product: [NH2:23][CH:1]([CH:4]1[CH2:9][CH2:8][N:7]([C:10]([O:12][C:13]([CH3:16])([CH3:15])[CH3:14])=[O:11])[CH2:6][CH2:5]1)[CH3:2]. The catalyst class is: 273. (9) Reactant: OOS([O-])=O.[K+].[C:7]([C:11]1[N:16]=[CH:15][C:14]([CH:17]=O)=[CH:13][N:12]=1)([CH3:10])([CH3:9])[CH3:8].[CH3:19][C:20]1([CH3:33])[C:28]2[C:23](=[CH:24][C:25]([NH2:30])=[C:26]([NH2:29])[CH:27]=2)[C:22]([CH3:32])([CH3:31])[CH2:21]1.C(=O)([O-])[O-].[K+].[K+]. Product: [C:7]([C:11]1[N:16]=[CH:15][C:14]([C:17]2[NH:30][C:25]3[CH:24]=[C:23]4[C:28](=[CH:27][C:26]=3[N:29]=2)[C:20]([CH3:33])([CH3:19])[CH2:21][C:22]4([CH3:32])[CH3:31])=[CH:13][N:12]=1)([CH3:10])([CH3:9])[CH3:8]. The catalyst class is: 18. (10) Reactant: [CH3:1][O:2][C:3](=[O:15])[CH2:4][C:5]1[CH:10]=[CH:9][C:8]([S:11]([Cl:14])(=[O:13])=[O:12])=[CH:7][CH:6]=1.[Br:16]N1C(=O)CCC1=O.C(OOC(=O)C1C=CC=CC=1)(=O)C1C=CC=CC=1. Product: [CH3:1][O:2][C:3](=[O:15])[CH:4]([Br:16])[C:5]1[CH:6]=[CH:7][C:8]([S:11]([Cl:14])(=[O:13])=[O:12])=[CH:9][CH:10]=1. The catalyst class is: 53.